This data is from Merck oncology drug combination screen with 23,052 pairs across 39 cell lines. The task is: Regression. Given two drug SMILES strings and cell line genomic features, predict the synergy score measuring deviation from expected non-interaction effect. Drug 1: CC(=O)OC1C(=O)C2(C)C(O)CC3OCC3(OC(C)=O)C2C(OC(=O)c2ccccc2)C2(O)CC(OC(=O)C(O)C(NC(=O)c3ccccc3)c3ccccc3)C(C)=C1C2(C)C. Drug 2: CC(C)CC(NC(=O)C(Cc1ccccc1)NC(=O)c1cnccn1)B(O)O. Cell line: CAOV3. Synergy scores: synergy=-22.4.